From a dataset of Catalyst prediction with 721,799 reactions and 888 catalyst types from USPTO. Predict which catalyst facilitates the given reaction. Reactant: [F:1][C:2]([F:30])([F:29])[C:3]([N:5]1[CH2:10][CH:9]=[C:8]([C:11]2[C:19]3[C:14](=[CH:15][CH:16]=[CH:17][CH:18]=3)[N:13]([C:20]3[CH:25]=[CH:24][C:23]([N+:26]([O-])=O)=[CH:22][CH:21]=3)[CH:12]=2)[CH2:7][CH2:6]1)=O. Product: [F:30][C:2]([F:1])([F:29])[CH2:3][N:5]1[CH2:6][CH:7]=[C:8]([C:11]2[C:19]3[C:14](=[CH:15][CH:16]=[CH:17][CH:18]=3)[N:13]([C:20]3[CH:21]=[CH:22][C:23]([NH2:26])=[CH:24][CH:25]=3)[CH:12]=2)[CH2:9][CH2:10]1. The catalyst class is: 1.